Dataset: Full USPTO retrosynthesis dataset with 1.9M reactions from patents (1976-2016). Task: Predict the reactants needed to synthesize the given product. (1) Given the product [CH2:1]([C:3]1[C:4]([NH2:10])=[N:5][CH:6]=[C:7]([F:9])[CH:8]=1)[CH3:2], predict the reactants needed to synthesize it. The reactants are: [CH:1]([C:3]1[C:4]([NH2:10])=[N:5][CH:6]=[C:7]([F:9])[CH:8]=1)=[CH2:2]. (2) The reactants are: [C:1]([NH:6][C:7]1[C:8]([CH3:13])=[CH:9][CH:10]=[CH:11][CH:12]=1)(=[O:5])[CH2:2][CH2:3][CH3:4].[Br:14]Br.O. Given the product [Br:14][C:10]1[CH:11]=[CH:12][C:7]([NH:6][C:1](=[O:5])[CH2:2][CH2:3][CH3:4])=[C:8]([CH3:13])[CH:9]=1, predict the reactants needed to synthesize it. (3) Given the product [F:1][C:2]1[CH:7]=[CH:6][CH:5]=[C:4]([C:8]2[CH:13]=[CH:12][C:11]([O:14][CH2:15][C:16]3[CH:25]=[CH:24][C:23]4[C:18](=[CH:19][CH:20]=[CH:21][CH:22]=4)[N:17]=3)=[CH:10][CH:9]=2)[C:3]=1[OH:26], predict the reactants needed to synthesize it. The reactants are: [F:1][C:2]1[C:3]([O:26]C2CCCCO2)=[C:4]([C:8]2[CH:13]=[CH:12][C:11]([O:14][CH2:15][C:16]3[CH:25]=[CH:24][C:23]4[C:18](=[CH:19][CH:20]=[CH:21][CH:22]=4)[N:17]=3)=[CH:10][CH:9]=2)[CH:5]=[CH:6][CH:7]=1.C1(C)C=CC(S([O-])(=O)=O)=CC=1.[NH+]1C=CC=CC=1. (4) The reactants are: [F:1][C:2]([F:18])([F:17])[C:3]1[CH:4]=[CH:5][C:6]([C:9]2[CH:14]=[CH:13][C:12]([CH2:15]O)=[CH:11][CH:10]=2)=[N:7][CH:8]=1.P(Br)(Br)[Br:20].C([O-])(O)=O.[Na+]. Given the product [Br:20][CH2:15][C:12]1[CH:13]=[CH:14][C:9]([C:6]2[CH:5]=[CH:4][C:3]([C:2]([F:18])([F:17])[F:1])=[CH:8][N:7]=2)=[CH:10][CH:11]=1, predict the reactants needed to synthesize it. (5) The reactants are: [NH2:1][CH:2]([C:24]1[C:33]2[C:28](=[CH:29][CH:30]=[C:31]([O:34][CH3:35])[CH:32]=2)[N:27]=[CH:26][C:25]=1[F:36])[CH2:3][CH2:4][CH:5]1[CH2:10][CH2:9][N:8]([CH2:11][CH2:12][S:13][C:14]2[S:15][CH:16]=[CH:17][CH:18]=2)[CH2:7][CH:6]1[CH2:19][C:20]([O:22]C)=[O:21]. Given the product [NH2:1][CH:2]([C:24]1[C:33]2[C:28](=[CH:29][CH:30]=[C:31]([O:34][CH3:35])[CH:32]=2)[N:27]=[CH:26][C:25]=1[F:36])[CH2:3][CH2:4][CH:5]1[CH2:10][CH2:9][N:8]([CH2:11][CH2:12][S:13][C:14]2[S:15][CH:16]=[CH:17][CH:18]=2)[CH2:7][CH:6]1[CH2:19][C:20]([OH:22])=[O:21], predict the reactants needed to synthesize it. (6) Given the product [ClH:1].[C:3]1([CH3:2])[CH:9]=[C:8]([CH3:10])[CH:7]=[C:6]([CH3:11])[C:4]=1[NH:5][NH2:12], predict the reactants needed to synthesize it. The reactants are: [ClH:1].[CH3:2][C:3]1[CH:9]=[C:8]([CH3:10])[CH:7]=[C:6]([CH3:11])[C:4]=1[NH2:5].[N:12]([O-])=O.[Na+]. (7) Given the product [OH:54][CH2:53][C@H:42]([NH:41][C:23]([C:21]1[CH:22]=[C:13]([C:5]2[CH:4]=[C:3]([O:2][CH3:1])[C:8]([O:9][CH3:10])=[C:7]([O:11][CH3:12])[CH:6]=2)[CH:14]=[C:15]2[C:20]=1[O:19][CH2:18][CH:17]=[CH:16]2)=[O:25])[CH2:43][C:44]1[C:52]2[C:47](=[CH:48][CH:49]=[CH:50][CH:51]=2)[NH:46][CH:45]=1, predict the reactants needed to synthesize it. The reactants are: [CH3:1][O:2][C:3]1[CH:4]=[C:5]([C:13]2[CH:14]=[C:15]3[C:20](=[C:21]([C:23]([OH:25])=O)[CH:22]=2)[O:19][CH2:18][CH:17]=[CH:16]3)[CH:6]=[C:7]([O:11][CH3:12])[C:8]=1[O:9][CH3:10].C1C=C2N=NN(O)C2=CC=1.O.C(Cl)CCl.[NH2:41][C@H:42]([CH2:53][OH:54])[CH2:43][C:44]1[C:52]2[C:47](=[CH:48][CH:49]=[CH:50][CH:51]=2)[NH:46][CH:45]=1. (8) Given the product [S:16]1[C:20]2[CH:21]=[CH:22][CH:23]=[CH:24][C:19]=2[CH:18]=[C:17]1[S:25]([N:8]1[CH:9]=[C:10]([CH:12]=[O:13])[N:11]=[C:7]1[C:1]1[CH:2]=[CH:3][CH:4]=[CH:5][CH:6]=1)(=[O:27])=[O:26], predict the reactants needed to synthesize it. The reactants are: [C:1]1([C:7]2[NH:8][CH:9]=[C:10]([CH:12]=[O:13])[N:11]=2)[CH:6]=[CH:5][CH:4]=[CH:3][CH:2]=1.[H-].[Na+].[S:16]1[C:20]2[CH:21]=[CH:22][CH:23]=[CH:24][C:19]=2[CH:18]=[C:17]1[S:25](Cl)(=[O:27])=[O:26].O.